From a dataset of Catalyst prediction with 721,799 reactions and 888 catalyst types from USPTO. Predict which catalyst facilitates the given reaction. (1) Reactant: [Br:1][C:2]1[CH:7]=[CH:6][C:5](I)=[CH:4][CH:3]=1.[NH:9]1[CH:13]=[N:12][CH:11]=[N:10]1. Product: [Br:1][C:2]1[CH:7]=[CH:6][C:5]([N:9]2[CH:13]=[N:12][CH:11]=[N:10]2)=[CH:4][CH:3]=1. The catalyst class is: 870. (2) Reactant: [NH2:1][C:2]1[CH:11]=[CH:10][C:5]([C:6]([NH:8][CH3:9])=[O:7])=[CH:4][C:3]=1[NH:12][CH3:13].[NH2:14][C:15]1[S:16][C:17]2[CH:23]=[C:22]([O:24][C:25]([F:28])([F:27])[F:26])[CH:21]=[CH:20][C:18]=2[N:19]=1.[C:29](N1C=CN=C1)(N1C=CN=C1)=S. Product: [CH3:9][NH:8][C:6]([C:5]1[CH:10]=[CH:11][C:2]2[N:1]=[C:13]([NH:14][C:15]3[S:16][C:17]4[CH:23]=[C:22]([O:24][C:25]([F:28])([F:26])[F:27])[CH:21]=[CH:20][C:18]=4[N:19]=3)[N:12]([CH3:29])[C:3]=2[CH:4]=1)=[O:7]. The catalyst class is: 344.